This data is from Catalyst prediction with 721,799 reactions and 888 catalyst types from USPTO. The task is: Predict which catalyst facilitates the given reaction. (1) Reactant: [C:1]([C:3]1([NH:6][C:7]([C:9]2[CH:10]=[CH:11][C:12]([CH3:35])=[C:13]([C:15]3[CH:16]=[CH:17][C:18]4[O:22][C:21]([C:23]5[CH:28]=[CH:27][C:26]([F:29])=[CH:25][CH:24]=5)=[C:20]([C:30]([NH:32][CH3:33])=[O:31])[C:19]=4[CH:34]=3)[CH:14]=2)=[O:8])[CH2:5][CH2:4]1)#[N:2].[Cl-].[NH4+].[N-:38]=[N+:39]=[N-:40].[Na+]. Product: [NH:38]1[C:1]([C:3]2([NH:6][C:7]([C:9]3[CH:10]=[CH:11][C:12]([CH3:35])=[C:13]([C:15]4[CH:16]=[CH:17][C:18]5[O:22][C:21]([C:23]6[CH:28]=[CH:27][C:26]([F:29])=[CH:25][CH:24]=6)=[C:20]([C:30]([NH:32][CH3:33])=[O:31])[C:19]=5[CH:34]=4)[CH:14]=3)=[O:8])[CH2:4][CH2:5]2)=[N:2][N:40]=[N:39]1. The catalyst class is: 121. (2) Reactant: [CH2:1]([O:8][C:9]1[CH:10]=[C:11]([CH2:17][CH2:18][NH:19][C:20](=O)/[CH:21]=[CH:22]/[C:23]2[CH:28]=[CH:27][N:26]=[C:25]([O:29][CH3:30])[CH:24]=2)[CH:12]=[CH:13][C:14]=1[O:15][CH3:16])[C:2]1[CH:7]=[CH:6][CH:5]=[CH:4][CH:3]=1.O=P(Cl)(Cl)Cl.[BH4-].[Na+]. Product: [CH2:1]([O:8][C:9]1[CH:10]=[C:11]2[C:12](=[CH:13][C:14]=1[O:15][CH3:16])[CH:20](/[CH:21]=[CH:22]/[C:23]1[CH:28]=[CH:27][N:26]=[C:25]([O:29][CH3:30])[CH:24]=1)[NH:19][CH2:18][CH2:17]2)[C:2]1[CH:7]=[CH:6][CH:5]=[CH:4][CH:3]=1. The catalyst class is: 10. (3) Reactant: [Cl:1][C:2]1[C:3]2[CH:10]=[CH:9][NH:8][C:4]=2[N:5]=[CH:6][N:7]=1.[CH3:11][C:12]([O:15][C:16]([N:18]1[CH2:23][CH2:22][C:21]2([C:27]3[CH:28]=[C:29]([Cl:32])[CH:30]=[CH:31][C:26]=3[NH:25][CH2:24]2)[CH2:20][CH2:19]1)=[O:17])([CH3:14])[CH3:13].CCN(C(C)C)C(C)C.Cl.O1CCOCC1.N.CO. Product: [Cl:1][C:2]1[C:3]2[CH:10]=[CH:9][NH:8][C:4]=2[N:5]=[CH:6][N:7]=1.[CH3:14][C:12]([O:15][C:16]([N:18]1[CH2:19][CH2:20][C:21]2([C:27]3[CH:28]=[C:29]([Cl:32])[CH:30]=[CH:31][C:26]=3[NH:25][CH2:24]2)[CH2:22][CH2:23]1)=[O:17])([CH3:11])[CH3:13].[Cl:32][C:29]1[CH:28]=[C:27]2[C:21]3([CH2:22][CH2:23][NH:18][CH2:19][CH2:20]3)[CH2:24][N:25]([C:2]3[C:3]4[CH:10]=[CH:9][NH:8][C:4]=4[N:5]=[CH:6][N:7]=3)[C:26]2=[CH:31][CH:30]=1. The catalyst class is: 16. (4) Reactant: [CH:1]1[C:13]2[N:12]([C:14]3[CH:19]=[CH:18][CH:17]=[C:16]([CH2:20][N:21]([CH3:26])[CH2:22][CH2:23][NH:24][CH3:25])[C:15]=3[OH:27])[C:11]3[C:6](=[CH:7][CH:8]=[CH:9][CH:10]=3)[C:5]=2[CH:4]=[CH:3][CH:2]=1.Br[CH2:29][C:30]1[CH:35]=[C:34]([Br:36])[CH:33]=[C:32]([Br:37])[C:31]=1[OH:38].C(N(CC)CC)C. Product: [CH:1]1[C:13]2[N:12]([C:14]3[C:15]([OH:27])=[C:16]([CH:17]=[CH:18][CH:19]=3)[CH2:20][N:21]([CH3:26])[CH2:22][CH2:23][N:24]([CH2:29][C:30]3[CH:35]=[C:34]([Br:36])[CH:33]=[C:32]([Br:37])[C:31]=3[OH:38])[CH3:25])[C:11]3[C:6](=[CH:7][CH:8]=[CH:9][CH:10]=3)[C:5]=2[CH:4]=[CH:3][CH:2]=1. The catalyst class is: 1.